This data is from Catalyst prediction with 721,799 reactions and 888 catalyst types from USPTO. The task is: Predict which catalyst facilitates the given reaction. (1) The catalyst class is: 120. Product: [Cl:12][C:10]1[CH:9]=[CH:8][C:3]([C:4]([O:6][CH3:7])=[O:5])=[C:2]([NH:1][C:28]([C:24]2[S:25][CH:26]=[CH:27][C:23]=2[Cl:22])=[O:29])[CH:11]=1. Reactant: [NH2:1][C:2]1[CH:11]=[C:10]([Cl:12])[CH:9]=[CH:8][C:3]=1[C:4]([O:6][CH3:7])=[O:5].C(N(C(C)C)CC)(C)C.[Cl:22][C:23]1[CH:27]=[CH:26][S:25][C:24]=1[C:28](Cl)=[O:29]. (2) Reactant: [C:1](=[N:14][NH2:15])([C:8]1[CH:13]=[CH:12][CH:11]=[CH:10][CH:9]=1)[C:2]1[CH:7]=[CH:6][CH:5]=[CH:4][CH:3]=1.[F:16][C:17]1[CH:18]=[C:19]([C:24](=O)[CH3:25])[CH:20]=[C:21]([F:23])[CH:22]=1.C(Cl)(Cl)Cl. Product: [F:16][C:17]1[CH:18]=[C:19]([C:24](=[N:15][N:14]=[C:1]([C:8]2[CH:9]=[CH:10][CH:11]=[CH:12][CH:13]=2)[C:2]2[CH:7]=[CH:6][CH:5]=[CH:4][CH:3]=2)[CH3:25])[CH:20]=[C:21]([F:23])[CH:22]=1. The catalyst class is: 4. (3) Reactant: [CH3:1][C:2]1([CH3:24])[CH2:11][CH2:10][C:9]2[C:4](=[CH:5][CH:6]=[C:7]([S:12]([NH:15][CH2:16][C:17]([O:19]C(C)(C)C)=[O:18])(=[O:14])=[O:13])[CH:8]=2)[O:3]1.BrC[C:27]1[CH:28]=[C:29]([C:33]2[CH:38]=[CH:37][CH:36]=[CH:35][CH:34]=2)[CH:30]=[CH:31][CH:32]=1.[CH3:39]CN(P1(N(C)CCCN1C)=NC(C)(C)C)CC. Product: [C:33]1([C:29]2[CH:28]=[CH:27][CH:32]=[CH:31][CH:30]=2)[CH:34]=[CH:35][C:36]([CH2:39][N:15]([CH2:16][C:17]([OH:19])=[O:18])[S:12]([C:7]2[CH:8]=[C:9]3[C:4](=[CH:5][CH:6]=2)[O:3][C:2]([CH3:1])([CH3:24])[CH2:11][CH2:10]3)(=[O:13])=[O:14])=[CH:37][CH:38]=1. The catalyst class is: 10. (4) Reactant: [CH2:1]([N:5]([CH2:31][CH:32]([CH3:34])[CH3:33])[C:6]1[CH:11]=[CH:10][C:9](B2OCC(C)(C)CO2)=[CH:8][C:7]=1[NH:20][C:21]([NH:23][C:24]1[CH:29]=[CH:28][C:27]([CH3:30])=[CH:26][CH:25]=1)=[O:22])[CH:2]([CH3:4])[CH3:3].Br[C:36]1[CH:44]=[CH:43][CH:42]=[C:41]([CH3:45])[C:37]=1[C:38]([OH:40])=[O:39].C(=O)([O-])[O-].[K+].[K+]. Product: [CH2:31]([N:5]([CH2:1][CH:2]([CH3:3])[CH3:4])[C:6]1[CH:11]=[CH:10][C:9]([C:36]2[C:37]([C:38]([OH:40])=[O:39])=[C:41]([CH3:45])[CH:42]=[CH:43][CH:44]=2)=[CH:8][C:7]=1[NH:20][C:21]([NH:23][C:24]1[CH:25]=[CH:26][C:27]([CH3:30])=[CH:28][CH:29]=1)=[O:22])[CH:32]([CH3:34])[CH3:33]. The catalyst class is: 73. (5) Reactant: Br[C:2]1[CH:7]=[CH:6][C:5]([Si:8]([C:21]2[CH:26]=[CH:25][CH:24]=[CH:23][CH:22]=2)([C:15]2[CH:20]=[CH:19][CH:18]=[CH:17][CH:16]=2)[C:9]2[CH:14]=[CH:13][CH:12]=[CH:11][CH:10]=2)=[CH:4][N:3]=1.[Br-].[N:28]1[CH:33]=[CH:32][CH:31]=[CH:30][C:29]=1[Zn+].N.O1CCC[CH2:37]1. Product: [CH3:37][C:7]1[CH:6]=[C:5]([Si:8]([C:21]2[CH:26]=[CH:25][CH:24]=[CH:23][CH:22]=2)([C:15]2[CH:20]=[CH:19][CH:18]=[CH:17][CH:16]=2)[C:9]2[CH:14]=[CH:13][CH:12]=[CH:11][CH:10]=2)[C:4]([C:29]2[CH:30]=[CH:31][CH:32]=[CH:33][N:28]=2)=[N:3][CH:2]=1. The catalyst class is: 73.